From a dataset of Peptide-MHC class II binding affinity with 134,281 pairs from IEDB. Regression. Given a peptide amino acid sequence and an MHC pseudo amino acid sequence, predict their binding affinity value. This is MHC class II binding data. The peptide sequence is GNQNFLTVFDSTSCN. The MHC is HLA-DQA10501-DQB10301 with pseudo-sequence HLA-DQA10501-DQB10301. The binding affinity (normalized) is 0.199.